From a dataset of Catalyst prediction with 721,799 reactions and 888 catalyst types from USPTO. Predict which catalyst facilitates the given reaction. (1) Reactant: [Br:1][C:2]1[CH:3]=[CH:4][C:5]2[S:9][CH:8]=[CH:7][C:6]=2[CH:10]=1.[C:11]1([CH2:17][C:18](Cl)=[O:19])[CH:16]=[CH:15][CH:14]=[CH:13][CH:12]=1.[Cl-].[Al+3].[Cl-].[Cl-].Cl. Product: [Br:1][C:2]1[CH:3]=[CH:4][C:5]2[S:9][CH:8]=[C:7]([C:18](=[O:19])[CH2:17][C:11]3[CH:16]=[CH:15][CH:14]=[CH:13][CH:12]=3)[C:6]=2[CH:10]=1. The catalyst class is: 4. (2) Reactant: [Mg:1].[Br:2]C(Br)C.Br[C:7]1[CH:12]=[C:11]([C:13]2[CH:18]=[CH:17][C:16]([Cl:19])=[CH:15][CH:14]=2)[CH:10]=[CH:9][C:8]=1[CH2:20][CH3:21]. Product: [Cl:19][C:16]1[CH:15]=[CH:14][C:13]([C:11]2[CH:10]=[CH:9][C:8]([CH2:20][CH3:21])=[C:7]([Mg:1][Br:2])[CH:12]=2)=[CH:18][CH:17]=1. The catalyst class is: 7.